Dataset: Catalyst prediction with 721,799 reactions and 888 catalyst types from USPTO. Task: Predict which catalyst facilitates the given reaction. (1) Reactant: [Br:1][C:2]1[CH:7]=[C:6]([CH:8]([OH:10])[CH3:9])[CH:5]=[CH:4][N:3]=1.CC(OI1(OC(C)=O)(OC(C)=O)OC(=O)C2C=CC=CC1=2)=O. Product: [Br:1][C:2]1[CH:7]=[C:6]([C:8](=[O:10])[CH3:9])[CH:5]=[CH:4][N:3]=1. The catalyst class is: 4. (2) The catalyst class is: 12. Product: [N+:8]([C:5]1[CH:6]=[CH:7][C:2]([N:27]2[CH2:28][CH2:29][CH:24]([N:18]3[CH2:23][CH2:22][CH2:21][CH2:20][CH2:19]3)[CH2:25][CH2:26]2)=[CH:3][CH:4]=1)([O-:10])=[O:9]. Reactant: F[C:2]1[CH:7]=[CH:6][C:5]([N+:8]([O-:10])=[O:9])=[CH:4][CH:3]=1.C(N(CC)CC)C.[N:18]1([CH:24]2[CH2:29][CH2:28][NH:27][CH2:26][CH2:25]2)[CH2:23][CH2:22][CH2:21][CH2:20][CH2:19]1. (3) Reactant: [CH3:1][S:2](Cl)(=[O:4])=[O:3].[OH:6][CH2:7][C@H:8]1[CH2:13][CH2:12][CH2:11][N:10]([C:14]([O:16][C:17]([CH3:20])([CH3:19])[CH3:18])=[O:15])[CH2:9]1.C(N(CC)CC)C. Product: [CH3:1][S:2]([O:6][CH2:7][C@H:8]1[CH2:13][CH2:12][CH2:11][N:10]([C:14]([O:16][C:17]([CH3:20])([CH3:19])[CH3:18])=[O:15])[CH2:9]1)(=[O:4])=[O:3]. The catalyst class is: 2. (4) Reactant: [NH2:1][C:2]1[CH:7]=[CH:6][CH:5]=[CH:4][C:3]=1[CH2:8][N:9]1[C@H:14]([CH:15]([CH2:18][CH3:19])[CH2:16][CH3:17])[C:13](=[O:20])[NH:12][C@H:11]([CH:21]2[CH2:29][C:28]3[C:23](=[CH:24][CH:25]=[CH:26][CH:27]=3)[CH2:22]2)[C:10]1=[O:30].N1C=CC=CC=1.Cl.[CH3:38][N:39]([CH3:45])[CH2:40][CH2:41][C:42](Cl)=[O:43]. Product: [CH:10]([OH:30])=[O:43].[CH2:22]1[C:23]2[C:28](=[CH:27][CH:26]=[CH:25][CH:24]=2)[CH2:29][CH:21]1[C@H:11]1[NH:12][C:13](=[O:20])[C@@H:14]([CH:15]([CH2:16][CH3:17])[CH2:18][CH3:19])[N:9]([CH2:8][C:3]2[CH:4]=[CH:5][CH:6]=[CH:7][C:2]=2[NH:1][C:42](=[O:43])[CH2:41][CH2:40][N:39]([CH3:45])[CH3:38])[C:10]1=[O:30]. The catalyst class is: 4. (5) The catalyst class is: 6. Reactant: C[O:2][C:3]([C:5]1[CH:6]=[C:7]([CH:17]2[CH2:22][CH2:21][N:20]([C:23]([O:25][C:26]([CH3:29])([CH3:28])[CH3:27])=[O:24])[CH2:19][CH2:18]2)[C:8]([O:11][CH2:12][C:13]([F:16])([F:15])[F:14])=[N:9][CH:10]=1)=[O:4].O1CCCC1.[OH-].[Li+].[NH4+].[Cl-]. Product: [C:26]([O:25][C:23]([N:20]1[CH2:21][CH2:22][CH:17]([C:7]2[C:8]([O:11][CH2:12][C:13]([F:15])([F:16])[F:14])=[N:9][CH:10]=[C:5]([C:3]([OH:4])=[O:2])[CH:6]=2)[CH2:18][CH2:19]1)=[O:24])([CH3:29])([CH3:27])[CH3:28]. (6) Reactant: [F:1][C:2]1[CH:9]=[CH:8][C:5]([CH2:6][NH2:7])=[CH:4][C:3]=1[Cl:10].[CH2:11]([O:18][NH:19][C:20]([C:22]1[C:27]([O:28][CH2:29][C:30]2[CH:35]=[CH:34][CH:33]=[CH:32][CH:31]=2)=[C:26]([CH2:36][OH:37])[C:25]([C:38](NCC2C=CC(F)=CC=2)=[O:39])=[CH:24][N:23]=1)=[O:21])[C:12]1[CH:17]=[CH:16][CH:15]=[CH:14][CH:13]=1. The catalyst class is: 3. Product: [CH2:11]([O:18][NH:19][C:20]([C:22]1[C:27]([O:28][CH2:29][C:30]2[CH:35]=[CH:34][CH:33]=[CH:32][CH:31]=2)=[C:26]([CH2:36][OH:37])[C:25]([C:38]([NH:7][CH2:6][C:5]2[CH:8]=[CH:9][C:2]([F:1])=[C:3]([Cl:10])[CH:4]=2)=[O:39])=[CH:24][N:23]=1)=[O:21])[C:12]1[CH:17]=[CH:16][CH:15]=[CH:14][CH:13]=1.